From a dataset of Reaction yield outcomes from USPTO patents with 853,638 reactions. Predict the reaction yield, written as a fraction of the theoretical maximum amount of product (1.0 means a 100% yield; for example, 0.34 means a 34% yield). The reactants are [C:1]([Br:5])(Br)(Br)Br.C1(P(C2C=CC=CC=2)C2C=CC=CC=2)C=CC=CC=1.[C:25]([O:29][C:30](=[O:51])[CH2:31][O:32][CH2:33][CH2:34][O:35][CH2:36][CH2:37][O:38][CH2:39][CH2:40][O:41][CH2:42][CH2:43][O:44][CH2:45][CH2:46][O:47][CH2:48]CO)([CH3:28])([CH3:27])[CH3:26]. The catalyst is C(Cl)Cl. The product is [C:25]([O:29][C:30](=[O:51])[CH2:31][O:32][CH2:33][CH2:34][O:35][CH2:36][CH2:37][O:38][CH2:39][CH2:40][O:41][CH2:42][CH2:43][O:44][CH2:45][CH2:46][O:47][CH2:48][CH2:1][Br:5])([CH3:28])([CH3:27])[CH3:26]. The yield is 0.910.